From a dataset of Forward reaction prediction with 1.9M reactions from USPTO patents (1976-2016). Predict the product of the given reaction. (1) Given the reactants C([Mg]Cl)CCC.[Li]CCCC.Br[C:13]1[CH:18]=[CH:17][C:16]([C:19]2[CH:24]=[CH:23][CH:22]=[CH:21][C:20]=2[C:25]#[N:26])=[CH:15][CH:14]=1.C[O:28][B:29](OC)[O:30]C, predict the reaction product. The product is: [C:25]([C:20]1[CH:21]=[CH:22][CH:23]=[CH:24][C:19]=1[C:16]1[CH:17]=[CH:18][C:13]([B:29]([OH:30])[OH:28])=[CH:14][CH:15]=1)#[N:26]. (2) Given the reactants C1C=CC(P(C2C=CC=CC=2)C2C=CC=CC=2)=CC=1.[OH:20][C:21]1[CH:22]=[C:23]([CH:26]=[C:27]([B:29]2[O:33][C:32]([CH3:35])([CH3:34])[C:31]([CH3:37])([CH3:36])[O:30]2)[CH:28]=1)[C:24]#[N:25].N(C(OC(C)C)=O)=NC(OC(C)C)=O.O[CH:53]1[CH2:58][CH2:57][N:56]([C:59]([O:61][C:62]([CH3:65])([CH3:64])[CH3:63])=[O:60])[CH2:55][CH2:54]1, predict the reaction product. The product is: [C:62]([O:61][C:59]([N:56]1[CH2:57][CH2:58][CH:53]([O:20][C:21]2[CH:28]=[C:27]([B:29]3[O:33][C:32]([CH3:35])([CH3:34])[C:31]([CH3:37])([CH3:36])[O:30]3)[CH:26]=[C:23]([C:24]#[N:25])[CH:22]=2)[CH2:54][CH2:55]1)=[O:60])([CH3:65])([CH3:63])[CH3:64]. (3) Given the reactants [OH-].[Na+].C([N:6]1[C:14]2[C:9](=[C:10]([C:17]([F:20])([F:19])[F:18])[C:11]([O:15][CH3:16])=[CH:12][CH:13]=2)[CH:8]=[N:7]1)(=O)C.Cl, predict the reaction product. The product is: [CH3:16][O:15][C:11]1[C:10]([C:17]([F:20])([F:18])[F:19])=[C:9]2[C:14](=[CH:13][CH:12]=1)[NH:6][N:7]=[CH:8]2.